Dataset: Reaction yield outcomes from USPTO patents with 853,638 reactions. Task: Predict the reaction yield, written as a fraction of the theoretical maximum amount of product (1.0 means a 100% yield; for example, 0.34 means a 34% yield). (1) The reactants are [F:1][C:2]1[CH:3]=[C:4]([C:10]2[S:11][C:12]3[CH2:13][C:14]4[C:20]([C:21]5[CH:26]=[CH:25][C:24]([O:27][CH3:28])=[CH:23][CH:22]=5)=[N:19][N:18](COCC[Si](C)(C)C)[C:15]=4[C:16]=3[CH:17]=2)[CH:5]=[CH:6][C:7]=1[O:8][CH3:9].Cl. The catalyst is CO. The product is [F:1][C:2]1[CH:3]=[C:4]([C:10]2[S:11][C:12]3[CH2:13][C:14]4[C:20]([C:21]5[CH:22]=[CH:23][C:24]([O:27][CH3:28])=[CH:25][CH:26]=5)=[N:19][NH:18][C:15]=4[C:16]=3[CH:17]=2)[CH:5]=[CH:6][C:7]=1[O:8][CH3:9]. The yield is 0.760. (2) The catalyst is ClCCl. The product is [F:35][CH:16]([F:15])[C:17]1[N:18]([C:23]2[C:32]3[C:27](=[CH:28][CH:29]=[CH:30][CH:31]=3)[C:26]([CH2:33][CH3:34])=[CH:25][CH:24]=2)[C:19]([S:22][CH2:9][C:10]([O:12][CH2:13][CH3:14])=[O:11])=[N:20][N:21]=1. The yield is 0.960. The reactants are C(N(CC)CC)C.Br[CH2:9][C:10]([O:12][CH2:13][CH3:14])=[O:11].[F:15][CH:16]([F:35])[C:17]1[N:18]([C:23]2[C:32]3[C:27](=[CH:28][CH:29]=[CH:30][CH:31]=3)[C:26]([CH2:33][CH3:34])=[CH:25][CH:24]=2)[C:19]([SH:22])=[N:20][N:21]=1. (3) The reactants are [C:1]1([CH:7]=O)[CH2:6][CH2:5][CH2:4][CH2:3][CH:2]=1.[C:9]([O:13][C:14]([NH:16][C@H:17]1[CH2:21][CH2:20][NH:19][CH2:18]1)=[O:15])([CH3:12])([CH3:11])[CH3:10].C(O)(=O)C.C(O[BH-](OC(=O)C)OC(=O)C)(=O)C.[Na+].C(=O)(O)[O-].[Na+]. The catalyst is O1CCCC1. The product is [C:1]1([CH2:7][N:19]2[CH2:20][CH2:21][C@H:17]([NH:16][C:14](=[O:15])[O:13][C:9]([CH3:11])([CH3:10])[CH3:12])[CH2:18]2)[CH2:6][CH2:5][CH2:4][CH2:3][CH:2]=1. The yield is 0.429. (4) The reactants are [CH:1]1([C:4]([NH:6][C:7]2[N:8]=[C:9]3[CH:14]=[CH:13][C:12]([O:15][C:16]4[CH:17]=[C:18]([CH:22]=[CH:23][CH:24]=4)[C:19](O)=[O:20])=[N:11][N:10]3[CH:25]=2)=[O:5])[CH2:3][CH2:2]1.[F:26][C:27]([F:36])([F:35])[C:28]1[CH:34]=[CH:33][C:31]([NH2:32])=[CH:30][CH:29]=1.Cl.CN(C)CCCN=C=NCC. The catalyst is CN(C)C1C=CN=CC=1.N1C=CC=CC=1. The product is [CH:1]1([C:4]([NH:6][C:7]2[N:8]=[C:9]3[CH:14]=[CH:13][C:12]([O:15][C:16]4[CH:17]=[C:18]([CH:22]=[CH:23][CH:24]=4)[C:19]([NH:32][C:31]4[CH:33]=[CH:34][C:28]([C:27]([F:26])([F:35])[F:36])=[CH:29][CH:30]=4)=[O:20])=[N:11][N:10]3[CH:25]=2)=[O:5])[CH2:3][CH2:2]1. The yield is 0.420. (5) The reactants are C(OC([NH:8][CH:9]([C:18](=[O:51])[NH:19][CH2:20][C:21]([CH3:50])([CH3:49])[CH2:22][CH2:23][CH2:24][CH2:25][O:26][C:27]1[CH:32]=[C:31]([O:33]CC2C=CC=CC=2)[C:30]([C:41]2[CH:46]=[CH:45][CH:44]=[CH:43][CH:42]=2)=[CH:29][C:28]=1[CH2:47][CH3:48])[CH2:10][C:11]([O:13]C(C)(C)C)=[O:12])=O)(C)(C)C.C1(OC)C=CC=CC=1.FC(F)(F)C(O)=O.FC(F)(F)S(O)(=O)=O. No catalyst specified. The product is [NH2:8][CH:9]([C:18](=[O:51])[NH:19][CH2:20][C:21]([CH3:50])([CH3:49])[CH2:22][CH2:23][CH2:24][CH2:25][O:26][C:27]1[C:28]([CH2:47][CH3:48])=[CH:29][C:30]([C:41]2[CH:46]=[CH:45][CH:44]=[CH:43][CH:42]=2)=[C:31]([OH:33])[CH:32]=1)[CH2:10][C:11]([OH:13])=[O:12]. The yield is 0.300. (6) The reactants are [CH2:1]([N:8]1[CH2:16][C:15]2[C:10](=[CH:11][CH:12]=[C:13]([O:17]C)[CH:14]=2)[CH2:9]1)[C:2]1[CH:7]=[CH:6][CH:5]=[CH:4][CH:3]=1. The catalyst is Br. The product is [CH2:1]([N:8]1[CH2:16][C:15]2[C:10](=[CH:11][CH:12]=[C:13]([OH:17])[CH:14]=2)[CH2:9]1)[C:2]1[CH:3]=[CH:4][CH:5]=[CH:6][CH:7]=1. The yield is 0.490. (7) The reactants are [CH3:1][O:2][C:3](=[O:38])[CH:4]([N:16]1[CH2:21][CH2:20][N:19]([S:22]([C:25]2[CH:30]=[CH:29][CH:28]=[CH:27][C:26]=2[N+:31]([O-:33])=[O:32])(=[O:24])=[O:23])[CH:18]([CH2:34][O:35][CH3:36])[C:17]1=O)[CH2:5][C:6]1[CH:15]=[CH:14][C:13]2[C:8](=[CH:9][CH:10]=[CH:11][CH:12]=2)[CH:7]=1.CO. The yield is 0.640. The product is [CH3:1][O:2][C:3](=[O:38])[CH:4]([N:16]1[CH2:21][CH2:20][N:19]([S:22]([C:25]2[CH:30]=[CH:29][CH:28]=[CH:27][C:26]=2[N+:31]([O-:33])=[O:32])(=[O:23])=[O:24])[CH:18]([CH2:34][O:35][CH3:36])[CH2:17]1)[CH2:5][C:6]1[CH:15]=[CH:14][C:13]2[C:8](=[CH:9][CH:10]=[CH:11][CH:12]=2)[CH:7]=1. The catalyst is C1COCC1. (8) The reactants are [CH3:1][C:2]1[N:3]([CH2:29][C:30]([O:32][CH2:33][CH3:34])=[O:31])[C:4]2[CH2:5][C:6]([CH3:28])([CH3:27])[CH2:7][C:8](=[O:26])[C:9]=2[C:10]=1[CH2:11][C:12]1[CH:17]=[CH:16][CH:15]=[CH:14][C:13]=1[S:18]([N:21]1[CH2:25][CH2:24][CH2:23][CH2:22]1)(=[O:20])=[O:19].[CH3:35][Si]([N-][Si](C)(C)C)(C)C.[Li+].CI. The catalyst is C1COCC1. The product is [CH3:1][C:2]1[N:3]([CH:29]([CH3:35])[C:30]([O:32][CH2:33][CH3:34])=[O:31])[C:4]2[CH2:5][C:6]([CH3:28])([CH3:27])[CH2:7][C:8](=[O:26])[C:9]=2[C:10]=1[CH2:11][C:12]1[CH:17]=[CH:16][CH:15]=[CH:14][C:13]=1[S:18]([N:21]1[CH2:25][CH2:24][CH2:23][CH2:22]1)(=[O:20])=[O:19]. The yield is 0.800. (9) The reactants are [OH:1][C@@H:2]1[CH2:7][NH:6][C@H:5]([C:8]([O:10][C:11]([CH3:14])([CH3:13])[CH3:12])=[O:9])[CH2:4][CH2:3]1.C(N(CC)CC)C.[F:22][C:23]([F:34])([F:33])[C:24](O[C:24](=[O:25])[C:23]([F:34])([F:33])[F:22])=[O:25].O. The catalyst is O1CCCC1. The product is [OH:1][C@@H:2]1[CH2:7][N:6]([C:24](=[O:25])[C:23]([F:34])([F:33])[F:22])[C@H:5]([C:8]([O:10][C:11]([CH3:14])([CH3:13])[CH3:12])=[O:9])[CH2:4][CH2:3]1. The yield is 0.870. (10) The reactants are Cl[C:2]1[N:7]=[CH:6][C:5]([CH2:8][OH:9])=[CH:4][CH:3]=1.[CH3:10][N:11]1[CH:15]=[C:14](B2OC(C)(C)C(C)(C)O2)[CH:13]=[N:12]1.C(=O)([O-])[O-].[Na+].[Na+].C(OCC)(=O)C. The catalyst is O1CCOCC1.O.C1C=CC(P(C2C=CC=CC=2)[C-]2C=CC=C2)=CC=1.C1C=CC(P(C2C=CC=CC=2)[C-]2C=CC=C2)=CC=1.Cl[Pd]Cl.[Fe+2].ClCCl. The product is [CH3:10][N:11]1[CH:15]=[C:14]([C:2]2[N:7]=[CH:6][C:5]([CH2:8][OH:9])=[CH:4][CH:3]=2)[CH:13]=[N:12]1. The yield is 0.770.